Predict the reaction yield, written as a fraction of the theoretical maximum amount of product (1.0 means a 100% yield; for example, 0.34 means a 34% yield). From a dataset of Reaction yield outcomes from USPTO patents with 853,638 reactions. (1) The reactants are [NH2:1][C:2]1[S:3][C:4]2[C:10]([C:11]#[N:12])=[C:9]([O:13][C:14]3[C:15]([Cl:28])=[CH:16][C:17]([F:27])=[C:18]([NH:20][C:21](=[O:26])[C:22]([F:25])([F:24])[F:23])[CH:19]=3)[CH:8]=[CH:7][C:5]=2[N:6]=1.[CH:29]1([C:32](Cl)=[O:33])[CH2:31][CH2:30]1. The catalyst is N1C=CC=CC=1. The product is [Cl:28][C:15]1[CH:16]=[C:17]([F:27])[C:18]([NH:20][C:21](=[O:26])[C:22]([F:23])([F:25])[F:24])=[CH:19][C:14]=1[O:13][C:9]1[CH:8]=[CH:7][C:5]2[N:6]=[C:2]([NH:1][C:32]([CH:29]3[CH2:31][CH2:30]3)=[O:33])[S:3][C:4]=2[C:10]=1[C:11]#[N:12]. The yield is 0.430. (2) The reactants are [N:1]1[C:10]2[C:5](=[CH:6][CH:7]=[CH:8][C:9]=2[S:11]([N:14]2[C:18]3=[N:19][C:20]([NH:23][C:24]4[CH:29]=[CH:28][C:27]([N:30]5[CH2:35][CH2:34][N:33](C(OC(C)(C)C)=O)[CH2:32][CH2:31]5)=[CH:26][CH:25]=4)=[N:21][CH:22]=[C:17]3[CH:16]=[N:15]2)(=[O:13])=[O:12])[CH:4]=[CH:3][CH:2]=1.C(O)(C(F)(F)F)=O. The catalyst is C(Cl)Cl. The product is [N:30]1([C:27]2[CH:26]=[CH:25][C:24]([NH:23][C:20]3[N:19]=[C:18]4[N:14]([S:11]([C:9]5[CH:8]=[CH:7][CH:6]=[C:5]6[C:10]=5[N:1]=[CH:2][CH:3]=[CH:4]6)(=[O:13])=[O:12])[N:15]=[CH:16][C:17]4=[CH:22][N:21]=3)=[CH:29][CH:28]=2)[CH2:35][CH2:34][NH:33][CH2:32][CH2:31]1. The yield is 0.785. (3) The reactants are Br[C:2]1[CH:3]=[C:4]2[C:9](=[CH:10][CH:11]=1)[N:8]([C:12](=[O:14])[CH3:13])[C@@H:7]([CH3:15])[CH2:6][NH:5]2.CC1(C)C(C)(C)OB([N:24]2[CH:28]=[CH:27][CH:26]=[N:25]2)O1.[C:30](=O)([O-])[O-].[Cs+].[Cs+].O1[CH2:41][CH2:40]OCC1. The yield is 0.610. The catalyst is O.CC(C1C=C(C(C)C)C(C2C=CC=C(P(C3CCCCC3)C3CCCCC3)C=2)=C(C(C)C)C=1)C.C1C=[C-]C(C2C(N)=CC=CC=2)=CC=1.Cl[Pd+]. The product is [CH:41]1([N:24]2[CH:28]=[C:27]([C:2]3[CH:3]=[C:4]4[C:9](=[CH:10][CH:11]=3)[N:8]([C:12](=[O:14])[CH3:13])[C@@H:7]([CH3:15])[CH2:6][NH:5]4)[CH:26]=[N:25]2)[CH2:40][CH2:30]1. (4) The reactants are C([O-])(=O)C.[K+].[B:15]1([B:15]2[O:19][C:18]([CH3:21])([CH3:20])[C:17]([CH3:23])([CH3:22])[O:16]2)[O:19][C:18]([CH3:21])([CH3:20])[C:17]([CH3:23])([CH3:22])[O:16]1.Br[C:25]1[CH:30]=[CH:29][C:28]([C:31]#[N:32])=[CH:27][C:26]=1[CH3:33]. The catalyst is CN(C)C=O.C([O-])(=O)C.[Pd+2].C([O-])(=O)C. The product is [CH3:33][C:26]1[CH:27]=[C:28]([CH:29]=[CH:30][C:25]=1[B:15]1[O:16][C:17]([CH3:22])([CH3:23])[C:18]([CH3:20])([CH3:21])[O:19]1)[C:31]#[N:32]. The yield is 0.540. (5) The reactants are C([O:3][C:4](=O)[C:5]([CH3:12])=[C:6](N)[C:7]([F:10])([F:9])[F:8])C.[CH3:14][NH:15][NH2:16]. The catalyst is C(=O)([O-])O.[Na+]. The product is [CH3:14][N:15]1[C:6]([C:7]([F:10])([F:9])[F:8])=[C:5]([CH3:12])[C:4]([OH:3])=[N:16]1. The yield is 0.380. (6) The reactants are Br[C:2]1[C:7]([N:8]([CH2:22][O:23][CH3:24])[S:9]([C:12]2[CH:17]=[CH:16][C:15]([C:18]([CH3:21])([CH3:20])[CH3:19])=[CH:14][CH:13]=2)(=[O:11])=[O:10])=[CH:6][C:5]([Cl:25])=[CH:4][N:3]=1.[F:26][C:27]1[N:32]=[CH:31][C:30]([CH:33]=[O:34])=[CH:29][CH:28]=1. No catalyst specified. The product is [C:18]([C:15]1[CH:16]=[CH:17][C:12]([S:9]([N:8]([C:7]2[C:2]([C:33]([C:30]3[CH:31]=[N:32][C:27]([F:26])=[CH:28][CH:29]=3)=[O:34])=[N:3][CH:4]=[C:5]([Cl:25])[CH:6]=2)[CH2:22][O:23][CH3:24])(=[O:11])=[O:10])=[CH:13][CH:14]=1)([CH3:21])([CH3:20])[CH3:19]. The yield is 0.380.